This data is from NCI-60 drug combinations with 297,098 pairs across 59 cell lines. The task is: Regression. Given two drug SMILES strings and cell line genomic features, predict the synergy score measuring deviation from expected non-interaction effect. (1) Drug 1: C1=C(C(=O)NC(=O)N1)F. Drug 2: CC12CCC3C(C1CCC2OP(=O)(O)O)CCC4=C3C=CC(=C4)OC(=O)N(CCCl)CCCl.[Na+]. Cell line: NCI-H522. Synergy scores: CSS=12.3, Synergy_ZIP=-13.1, Synergy_Bliss=-19.5, Synergy_Loewe=-25.4, Synergy_HSA=-17.9. (2) Drug 1: CC12CCC3C(C1CCC2=O)CC(=C)C4=CC(=O)C=CC34C. Drug 2: C1=CC(=CC=C1CCCC(=O)O)N(CCCl)CCCl. Cell line: MALME-3M. Synergy scores: CSS=25.4, Synergy_ZIP=-2.55, Synergy_Bliss=1.85, Synergy_Loewe=-5.56, Synergy_HSA=2.74. (3) Drug 1: CCC(=C(C1=CC=CC=C1)C2=CC=C(C=C2)OCCN(C)C)C3=CC=CC=C3.C(C(=O)O)C(CC(=O)O)(C(=O)O)O. Synergy scores: CSS=11.2, Synergy_ZIP=-2.99, Synergy_Bliss=1.04, Synergy_Loewe=-0.796, Synergy_HSA=1.52. Cell line: SNB-75. Drug 2: C1=CC=C(C=C1)NC(=O)CCCCCCC(=O)NO. (4) Drug 1: C1=CC(=C2C(=C1NCCNCCO)C(=O)C3=C(C=CC(=C3C2=O)O)O)NCCNCCO. Synergy scores: CSS=60.7, Synergy_ZIP=-3.17, Synergy_Bliss=-4.73, Synergy_Loewe=0.717, Synergy_HSA=2.30. Drug 2: CC1CCC2CC(C(=CC=CC=CC(CC(C(=O)C(C(C(=CC(C(=O)CC(OC(=O)C3CCCCN3C(=O)C(=O)C1(O2)O)C(C)CC4CCC(C(C4)OC)O)C)C)O)OC)C)C)C)OC. Cell line: SK-OV-3. (5) Drug 1: CCC1(CC2CC(C3=C(CCN(C2)C1)C4=CC=CC=C4N3)(C5=C(C=C6C(=C5)C78CCN9C7C(C=CC9)(C(C(C8N6C=O)(C(=O)OC)O)OC(=O)C)CC)OC)C(=O)OC)O.OS(=O)(=O)O. Drug 2: CCCCCOC(=O)NC1=NC(=O)N(C=C1F)C2C(C(C(O2)C)O)O. Cell line: NCI-H226. Synergy scores: CSS=21.1, Synergy_ZIP=-1.92, Synergy_Bliss=1.29, Synergy_Loewe=0.311, Synergy_HSA=0.773. (6) Drug 1: CC1C(C(CC(O1)OC2CC(OC(C2O)C)OC3=CC4=CC5=C(C(=O)C(C(C5)C(C(=O)C(C(C)O)O)OC)OC6CC(C(C(O6)C)O)OC7CC(C(C(O7)C)O)OC8CC(C(C(O8)C)O)(C)O)C(=C4C(=C3C)O)O)O)O. Drug 2: C1CC(=O)NC(=O)C1N2C(=O)C3=CC=CC=C3C2=O. Cell line: NCI-H522. Synergy scores: CSS=30.2, Synergy_ZIP=0.652, Synergy_Bliss=0.719, Synergy_Loewe=-39.1, Synergy_HSA=-0.259.